From a dataset of Reaction yield outcomes from USPTO patents with 853,638 reactions. Predict the reaction yield, written as a fraction of the theoretical maximum amount of product (1.0 means a 100% yield; for example, 0.34 means a 34% yield). (1) The product is [NH:13]1[CH2:12][CH2:11][CH:10]([C:8]2[NH:7][C:6]3[CH:23]=[CH:24][C:3]([C:1]#[N:2])=[CH:4][C:5]=3[N:9]=2)[CH2:15][CH2:14]1. The catalyst is Cl. The reactants are [C:1]([C:3]1[CH:24]=[CH:23][C:6]2[NH:7][C:8]([CH:10]3[CH2:15][CH2:14][N:13](C(OC(C)(C)C)=O)[CH2:12][CH2:11]3)=[N:9][C:5]=2[CH:4]=1)#[N:2]. The yield is 0.880. (2) The reactants are [CH3:1][O:2][C:3]1[CH:8]=[CH:7][CH:6]=[CH:5][C:4]=1[NH:9][C:10]1[CH:16]=[CH:15][C:14]([C:17]2[O:18][C:19]3[CH:25]=[CH:24][CH:23]=[CH:22][C:20]=3[N:21]=2)=[CH:13][C:11]=1[NH2:12].[CH:26](=O)[CH3:27].OOS([O-])=O.[K+].C(=O)([O-])[O-].[K+].[K+]. The catalyst is CN(C)C=O. The yield is 0.380. The product is [O:18]1[C:19]2[CH:25]=[CH:24][CH:23]=[CH:22][C:20]=2[N:21]=[C:17]1[C:14]1[CH:15]=[CH:16][C:10]2[N:9]([C:4]3[CH:5]=[CH:6][CH:7]=[CH:8][C:3]=3[O:2][CH3:1])[C:26]([CH3:27])=[N:12][C:11]=2[CH:13]=1. (3) The product is [O:1]1[C:5]2[CH:6]=[CH:7][C:8]([C:10]3([C:13]([NH:47][C:48]4[CH:49]=[C:50]5[C:54](=[CH:55][CH:56]=4)[NH:53][C:52]([C:57]([CH3:61])([CH3:60])[CH2:58][OH:59])=[CH:51]5)=[O:15])[CH2:11][CH2:12]3)=[CH:9][C:4]=2[O:3][CH2:2]1. The reactants are [O:1]1[C:5]2[CH:6]=[CH:7][C:8]([C:10]3([C:13]([OH:15])=O)[CH2:12][CH2:11]3)=[CH:9][C:4]=2[O:3][CH2:2]1.CN(C(ON1N=NC2C=CC=CC1=2)=[N+](C)C)C.F[P-](F)(F)(F)(F)F.CCN(CC)CC.[NH2:47][C:48]1[CH:49]=[C:50]2[C:54](=[CH:55][CH:56]=1)[NH:53][C:52]([C:57]([CH3:61])([CH3:60])[CH2:58][OH:59])=[CH:51]2. The yield is 0.750. The catalyst is C(#N)C. (4) The reactants are [CH2:1]([C@:4]1([CH2:30][CH2:31][CH2:32][CH2:33][B:34]2[O:38][C:37]([CH3:40])([CH3:39])[C:36]([CH3:42])([CH3:41])[O:35]2)[C:9](=[O:10])[O:8][C@@H:7](C2C=CC=CC=2)[C@@H](C2C=CC=CC=2)[N:5]1[C:23]([O:25][C:26]([CH3:29])([CH3:28])[CH3:27])=[O:24])[CH:2]=[CH2:3].C(=O)=O.N.[Li]. The catalyst is CC#N.C1COCC1. The product is [CH2:1]([C@:4]([NH:5][C:23]([O:25][C:26]([CH3:29])([CH3:28])[CH3:27])=[O:24])([CH2:30][CH2:31][CH2:32][CH2:33][B:34]1[O:35][C:36]([CH3:41])([CH3:42])[C:37]([CH3:39])([CH3:40])[O:38]1)[C:9]([O:8][CH3:7])=[O:10])[CH:2]=[CH2:3]. The yield is 0.580. (5) The reactants are [CH2:1]([O:3][P:4]([CH2:9][CH2:10][C:11]([CH3:28])=[CH:12][CH2:13][C:14]1[C:15]([OH:27])=[C:16]2[C:20](=[C:21]([CH3:25])[C:22]=1[O:23][CH3:24])[CH2:19][O:18][C:17]2=[O:26])(=[O:8])[O:5]CC)[CH3:2].[Li+].[OH-].CO.Cl. The catalyst is [Cl-].[Na+].O.O. The product is [CH2:1]([O:3][P:4]([CH2:9][CH2:10][C:11]([CH3:28])=[CH:12][CH2:13][C:14]1[C:15]([OH:27])=[C:16]2[C:20](=[C:21]([CH3:25])[C:22]=1[O:23][CH3:24])[CH2:19][O:18][C:17]2=[O:26])(=[O:5])[OH:8])[CH3:2]. The yield is 0.280. (6) The reactants are [H-].[Na+].[F:3][C:4]([F:15])([F:14])[C:5]1[CH:10]=[CH:9][C:8]([C:11](=[O:13])[CH3:12])=[CH:7][CH:6]=1.[CH2:16]([O:18][C:19](=[O:25])[C:20](OCC)=[O:21])[CH3:17]. The catalyst is CN(C=O)C. The product is [CH2:16]([O:18][C:19](=[O:25])[C:20](=[O:21])[CH2:12][C:11](=[O:13])[C:8]1[CH:7]=[CH:6][C:5]([C:4]([F:14])([F:15])[F:3])=[CH:10][CH:9]=1)[CH3:17]. The yield is 0.800. (7) The reactants are Cl[C:2]1[O:3][C:4]2[C:5](=[C:7]([C:19]#[N:20])[C:8]([CH3:18])=[C:9]([C:12]3[CH:17]=[CH:16][CH:15]=[CH:14][CH:13]=3)[C:10]=2[F:11])[N:6]=1.[NH:21]1[CH2:31][CH2:30][CH:24]([C:25]([O:27][CH2:28][CH3:29])=[O:26])[CH2:23][CH2:22]1.C(N(C(C)C)CC)(C)C. The catalyst is ClCCl. The product is [C:19]([C:7]1[C:5]2[N:6]=[C:2]([N:21]3[CH2:31][CH2:30][CH:24]([C:25]([O:27][CH2:28][CH3:29])=[O:26])[CH2:23][CH2:22]3)[O:3][C:4]=2[C:10]([F:11])=[C:9]([C:12]2[CH:17]=[CH:16][CH:15]=[CH:14][CH:13]=2)[C:8]=1[CH3:18])#[N:20]. The yield is 0.940.